Task: Predict the reactants needed to synthesize the given product.. Dataset: Retrosynthesis with 50K atom-mapped reactions and 10 reaction types from USPTO Given the product Clc1cc2c(nn1)OCCO2, predict the reactants needed to synthesize it. The reactants are: OCCOc1cc(Cl)nnc1Cl.